The task is: Regression. Given two drug SMILES strings and cell line genomic features, predict the synergy score measuring deviation from expected non-interaction effect.. This data is from NCI-60 drug combinations with 297,098 pairs across 59 cell lines. (1) Drug 1: CS(=O)(=O)C1=CC(=C(C=C1)C(=O)NC2=CC(=C(C=C2)Cl)C3=CC=CC=N3)Cl. Drug 2: CC1C(C(CC(O1)OC2CC(CC3=C2C(=C4C(=C3O)C(=O)C5=C(C4=O)C(=CC=C5)OC)O)(C(=O)C)O)N)O.Cl. Cell line: OVCAR-4. Synergy scores: CSS=12.9, Synergy_ZIP=-1.72, Synergy_Bliss=1.82, Synergy_Loewe=-0.157, Synergy_HSA=2.23. (2) Drug 2: CCC1=C2N=C(C=C(N2N=C1)NCC3=C[N+](=CC=C3)[O-])N4CCCCC4CCO. Synergy scores: CSS=72.8, Synergy_ZIP=4.19, Synergy_Bliss=4.86, Synergy_Loewe=5.16, Synergy_HSA=9.25. Cell line: UACC62. Drug 1: CC(C)(C#N)C1=CC=C(C=C1)N2C3=C4C=C(C=CC4=NC=C3N(C2=O)C)C5=CC6=CC=CC=C6N=C5. (3) Drug 1: COC1=CC(=CC(=C1O)OC)C2C3C(COC3=O)C(C4=CC5=C(C=C24)OCO5)OC6C(C(C7C(O6)COC(O7)C8=CC=CS8)O)O. Drug 2: C1CCC(CC1)NC(=O)N(CCCl)N=O. Cell line: T-47D. Synergy scores: CSS=36.7, Synergy_ZIP=-4.08, Synergy_Bliss=-1.94, Synergy_Loewe=-32.7, Synergy_HSA=0.0499. (4) Drug 1: CN(C)C1=NC(=NC(=N1)N(C)C)N(C)C. Drug 2: CC1=C(C=C(C=C1)C(=O)NC2=CC(=CC(=C2)C(F)(F)F)N3C=C(N=C3)C)NC4=NC=CC(=N4)C5=CN=CC=C5. Cell line: OVCAR3. Synergy scores: CSS=-7.22, Synergy_ZIP=2.31, Synergy_Bliss=-1.35, Synergy_Loewe=-4.69, Synergy_HSA=-5.39. (5) Drug 2: CN(CCCl)CCCl.Cl. Cell line: SK-MEL-28. Drug 1: CCN(CC)CCNC(=O)C1=C(NC(=C1C)C=C2C3=C(C=CC(=C3)F)NC2=O)C. Synergy scores: CSS=3.18, Synergy_ZIP=-2.57, Synergy_Bliss=1.54, Synergy_Loewe=-0.967, Synergy_HSA=0.553. (6) Drug 1: CC1=CC=C(C=C1)C2=CC(=NN2C3=CC=C(C=C3)S(=O)(=O)N)C(F)(F)F. Drug 2: C1CN(CCN1C(=O)CCBr)C(=O)CCBr. Cell line: SK-OV-3. Synergy scores: CSS=4.18, Synergy_ZIP=-0.775, Synergy_Bliss=1.40, Synergy_Loewe=-4.08, Synergy_HSA=-3.90. (7) Drug 1: CS(=O)(=O)C1=CC(=C(C=C1)C(=O)NC2=CC(=C(C=C2)Cl)C3=CC=CC=N3)Cl. Drug 2: CN(C(=O)NC(C=O)C(C(C(CO)O)O)O)N=O. Cell line: OVCAR-5. Synergy scores: CSS=8.14, Synergy_ZIP=-3.11, Synergy_Bliss=-2.76, Synergy_Loewe=-9.21, Synergy_HSA=-3.76. (8) Drug 1: CCC1=C2CN3C(=CC4=C(C3=O)COC(=O)C4(CC)O)C2=NC5=C1C=C(C=C5)O. Drug 2: CC1C(C(CC(O1)OC2CC(CC3=C2C(=C4C(=C3O)C(=O)C5=CC=CC=C5C4=O)O)(C(=O)C)O)N)O. Cell line: SN12C. Synergy scores: CSS=48.1, Synergy_ZIP=-5.92, Synergy_Bliss=-8.11, Synergy_Loewe=-3.20, Synergy_HSA=-1.75. (9) Drug 1: C1=CC(=CC=C1CCC2=CNC3=C2C(=O)NC(=N3)N)C(=O)NC(CCC(=O)O)C(=O)O. Drug 2: CC(C)(C#N)C1=CC(=CC(=C1)CN2C=NC=N2)C(C)(C)C#N. Cell line: UACC-257. Synergy scores: CSS=9.02, Synergy_ZIP=-2.48, Synergy_Bliss=2.00, Synergy_Loewe=0.0183, Synergy_HSA=1.94.